Dataset: NCI-60 drug combinations with 297,098 pairs across 59 cell lines. Task: Regression. Given two drug SMILES strings and cell line genomic features, predict the synergy score measuring deviation from expected non-interaction effect. Drug 1: C1=CN(C(=O)N=C1N)C2C(C(C(O2)CO)O)O.Cl. Drug 2: B(C(CC(C)C)NC(=O)C(CC1=CC=CC=C1)NC(=O)C2=NC=CN=C2)(O)O. Cell line: OVCAR-8. Synergy scores: CSS=71.0, Synergy_ZIP=2.67, Synergy_Bliss=2.99, Synergy_Loewe=1.14, Synergy_HSA=2.11.